Dataset: Full USPTO retrosynthesis dataset with 1.9M reactions from patents (1976-2016). Task: Predict the reactants needed to synthesize the given product. (1) Given the product [CH3:1][C:2]1([CH3:20])[C:7]([CH3:21])=[C:6]([CH3:8])[C:5]([CH3:9])([CH3:10])[C:4](=[CH2:11])/[C:3]/1=[C:12](/[O:15][Si:16]([CH3:18])([CH3:19])[CH3:17])\[CH:13]=[CH2:14], predict the reactants needed to synthesize it. The reactants are: [CH3:1][C:2]1([CH3:20])[CH:7]=[C:6]([CH3:8])[C:5]([CH3:10])([CH3:9])[C:4](=[CH2:11])/[C:3]/1=[C:12](/[O:15][Si:16]([CH3:19])([CH3:18])[CH3:17])\[CH:13]=[CH2:14].[CH3:21]C1C(C)(C)C(C)=C(C)C(C)(C)C=1C(OC)=O. (2) Given the product [CH3:16][N:17]([CH3:18])[CH2:6][C@H:2]([NH2:1])[CH:3]([CH3:5])[CH3:4], predict the reactants needed to synthesize it. The reactants are: [NH:1](C(OC(C)(C)C)=O)[C@@H:2]([C:6](O)=O)[CH:3]([CH3:5])[CH3:4].[CH3:16][NH:17][CH3:18].CN(C(ON1N=NC2C=CC=CC1=2)=[N+](C)C)C.F[P-](F)(F)(F)(F)F.C([O-])(O)=O.[Na+]. (3) Given the product [CH:1]([C:4]1[CH:5]=[C:6]([NH:10][C:11]2[S:12][C:13]3[CH:19]=[CH:18][C:17]([OH:20])=[CH:16][C:14]=3[N:15]=2)[CH:7]=[CH:8][CH:9]=1)([CH3:3])[CH3:2], predict the reactants needed to synthesize it. The reactants are: [CH:1]([C:4]1[CH:5]=[C:6]([NH:10][C:11]2[S:12][C:13]3[CH:19]=[CH:18][C:17]([O:20]C)=[CH:16][C:14]=3[N:15]=2)[CH:7]=[CH:8][CH:9]=1)([CH3:3])[CH3:2].Br.C(=O)([O-])[O-].[Na+].[Na+].